From a dataset of Catalyst prediction with 721,799 reactions and 888 catalyst types from USPTO. Predict which catalyst facilitates the given reaction. (1) The catalyst class is: 1. Reactant: [Cl:1][C:2]1[N:7]=[C:6]([NH2:8])[CH:5]=[CH:4][N:3]=1.[H-].[Na+].Cl[C:12]1[S:13][C:14]([C:17]#[N:18])=[CH:15][N:16]=1. Product: [Cl:1][C:2]1[N:7]=[C:6]([NH:8][C:12]2[S:13][C:14]([C:17]#[N:18])=[CH:15][N:16]=2)[CH:5]=[CH:4][N:3]=1. (2) Reactant: C([O:3][C:4]([CH:6]1[CH2:11][CH2:10][N:9]([C:12]([O:14][CH2:15][C:16]2[CH:21]=[CH:20][CH:19]=[CH:18][CH:17]=2)=[O:13])[CH2:8][CH2:7]1)=O)C.[H-].C([Al+]CC(C)C)C(C)C. Product: [CH2:15]([O:14][C:12]([N:9]1[CH2:10][CH2:11][CH:6]([CH2:4][OH:3])[CH2:7][CH2:8]1)=[O:13])[C:16]1[CH:21]=[CH:20][CH:19]=[CH:18][CH:17]=1. The catalyst class is: 11.